Dataset: CYP2D6 inhibition data for predicting drug metabolism from PubChem BioAssay. Task: Regression/Classification. Given a drug SMILES string, predict its absorption, distribution, metabolism, or excretion properties. Task type varies by dataset: regression for continuous measurements (e.g., permeability, clearance, half-life) or binary classification for categorical outcomes (e.g., BBB penetration, CYP inhibition). Dataset: cyp2d6_veith. (1) The compound is C=CCn1c(=O)c(C=Nc2cccc([N+](=O)[O-])c2)c(O)n(CCCC)c1=O. The result is 1 (inhibitor). (2) The compound is C[C@H](N)[C@@H](O)c1ccccc1. The result is 0 (non-inhibitor). (3) The molecule is Cn1c(-c2ccccc2)cnc1N. The result is 1 (inhibitor). (4) The drug is CCn1c(-c2ccccc2Cl)nn(CC(=O)Nc2ccc(OC)cc2)c1=S. The result is 0 (non-inhibitor). (5) The compound is Clc1ccccc1/C=N/Nc1nc2c(s1)CCCC2. The result is 0 (non-inhibitor). (6) The drug is CC[C@@H]1Cc2cc(O)ccc2C2=C1c1ccc(O)cc1C[C@H]2CC. The result is 1 (inhibitor). (7) The compound is O=C(c1csnn1)N1CCC2(CCCN(Cc3ccccc3)C2)CC1. The result is 1 (inhibitor). (8) The compound is COc1ccc(C(=O)N2CCC3(CCN(Cc4cc(C(F)(F)F)cc(C(F)(F)F)c4)CC3)CC2)cc1. The result is 0 (non-inhibitor).